From a dataset of Catalyst prediction with 721,799 reactions and 888 catalyst types from USPTO. Predict which catalyst facilitates the given reaction. (1) Reactant: [CH3:1][Si](C=[N+]=[N-])(C)C.[Br:8][C:9]1[CH:14]=[CH:13][C:12]([NH:15][C:16]2[C:21]([C:22]([OH:24])=[O:23])=[CH:20][N:19]=[C:18]([Cl:25])[C:17]=2[F:26])=[C:11]([F:27])[CH:10]=1.C1COCC1. Product: [CH3:1][O:23][C:22](=[O:24])[C:21]1[C:16]([NH:15][C:12]2[CH:13]=[CH:14][C:9]([Br:8])=[CH:10][C:11]=2[F:27])=[C:17]([F:26])[C:18]([Cl:25])=[N:19][CH:20]=1. The catalyst class is: 5. (2) Reactant: [CH:1]1([OH:6])[CH2:5][CH2:4][CH2:3][CH2:2]1.[H-].[Na+].[Cl:9][C:10]1[CH:15]=[C:14](Cl)[N:13]=[CH:12][N:11]=1.[Cl-].[NH4+]. Product: [Cl:9][C:10]1[CH:15]=[C:14]([O:6][CH:1]2[CH2:5][CH2:4][CH2:3][CH2:2]2)[N:13]=[CH:12][N:11]=1. The catalyst class is: 7. (3) Reactant: [OH:1][C:2]1[CH:7]=[CH:6][C:5]([C:8]2[O:9][C:10]3[CH:16]=[CH:15][C:14]([C:17](O)=[O:18])=[CH:13][C:11]=3[CH:12]=2)=[CH:4][CH:3]=1.Cl. Product: [OH:18][CH2:17][C:14]1[CH:15]=[CH:16][C:10]2[O:9][C:8]([C:5]3[CH:6]=[CH:7][C:2]([OH:1])=[CH:3][CH:4]=3)=[CH:12][C:11]=2[CH:13]=1. The catalyst class is: 1. (4) Reactant: Br.Br[CH2:3][C:4]1[CH:9]=[CH:8][CH:7]=[CH:6][N:5]=1.[F:10][C:11]1[CH:16]=[CH:15][C:14]([C:17]2[C:18](=[O:28])[C:19]([C:23]([O:25]CC)=[O:24])=[CH:20][NH:21][CH:22]=2)=[CH:13][CH:12]=1.C(=O)([O-])[O-].[Cs+].[Cs+].[OH-].[Na+].Cl. Product: [F:10][C:11]1[CH:12]=[CH:13][C:14]([C:17]2[C:18](=[O:28])[C:19]([C:23]([OH:25])=[O:24])=[CH:20][N:21]([CH2:3][C:4]3[CH:9]=[CH:8][CH:7]=[CH:6][N:5]=3)[CH:22]=2)=[CH:15][CH:16]=1. The catalyst class is: 18. (5) Reactant: [NH2:1][C:2]1[CH:7]=[CH:6][C:5]([C:8]2[N:9]=[CH:10][C:11]3[N:12]([N:14]=[C:15]([NH2:17])[N:16]=3)[CH:13]=2)=[CH:4][CH:3]=1.CCN(C(C)C)C(C)C.[F:27][C:28]1[CH:33]=[CH:32][C:31]([CH2:34][C:35](O)=[O:36])=[CH:30][CH:29]=1.CN(C(ON1N=NC2C=CC=NC1=2)=[N+](C)C)C.F[P-](F)(F)(F)(F)F. Product: [NH2:17][C:15]1[N:16]=[C:11]2[CH:10]=[N:9][C:8]([C:5]3[CH:6]=[CH:7][C:2]([NH:1][C:35](=[O:36])[CH2:34][C:31]4[CH:32]=[CH:33][C:28]([F:27])=[CH:29][CH:30]=4)=[CH:3][CH:4]=3)=[CH:13][N:12]2[N:14]=1. The catalyst class is: 20. (6) Reactant: [F:1][C:2]1[CH:3]=[CH:4][C:5]([O:33][CH3:34])=[C:6]([C:8]2[CH:13]=[CH:12][N:11]=[C:10]3[NH:14][C:15]([CH:17]4[CH2:22][CH2:21][N:20]([C:23]5[S:24][C:25]([C:28]([O:30]CC)=[O:29])=[CH:26][N:27]=5)[CH2:19][CH2:18]4)=[CH:16][C:9]=23)[CH:7]=1.[OH-].[Li+]. Product: [F:1][C:2]1[CH:3]=[CH:4][C:5]([O:33][CH3:34])=[C:6]([C:8]2[CH:13]=[CH:12][N:11]=[C:10]3[NH:14][C:15]([CH:17]4[CH2:22][CH2:21][N:20]([C:23]5[S:24][C:25]([C:28]([OH:30])=[O:29])=[CH:26][N:27]=5)[CH2:19][CH2:18]4)=[CH:16][C:9]=23)[CH:7]=1. The catalyst class is: 214. (7) Reactant: Cl[C:2](Cl)(Cl)[CH:3]([OH:5])O.[O-]S([O-])(=O)=O.[Na+].[Na+].[Br:15][C:16]1[C:17]([F:23])=[C:18]([NH2:22])[CH:19]=[CH:20][CH:21]=1.Cl.Cl.[NH2:26][OH:27]. Product: [Br:15][C:16]1[C:17]([F:23])=[C:18]([NH:22][C:3](=[O:5])[CH:2]=[N:26][OH:27])[CH:19]=[CH:20][CH:21]=1. The catalyst class is: 6.